From a dataset of Full USPTO retrosynthesis dataset with 1.9M reactions from patents (1976-2016). Predict the reactants needed to synthesize the given product. Given the product [CH3:7][O:8][CH2:9][O:10][C:11]1[CH:12]=[C:13]([CH2:14][NH2:15])[CH:16]=[CH:17][C:18]=1[O:19][CH2:20][O:21][CH3:22], predict the reactants needed to synthesize it. The reactants are: [H-].[Al+3].[Li+].[H-].[H-].[H-].[CH3:7][O:8][CH2:9][O:10][C:11]1[CH:12]=[C:13]([CH:16]=[CH:17][C:18]=1[O:19][CH2:20][O:21][CH3:22])[C:14]#[N:15].O.[OH-].[Na+].